From a dataset of NCI-60 drug combinations with 297,098 pairs across 59 cell lines. Regression. Given two drug SMILES strings and cell line genomic features, predict the synergy score measuring deviation from expected non-interaction effect. Drug 1: CC(C1=C(C=CC(=C1Cl)F)Cl)OC2=C(N=CC(=C2)C3=CN(N=C3)C4CCNCC4)N. Drug 2: CNC(=O)C1=NC=CC(=C1)OC2=CC=C(C=C2)NC(=O)NC3=CC(=C(C=C3)Cl)C(F)(F)F. Cell line: COLO 205. Synergy scores: CSS=20.3, Synergy_ZIP=-5.39, Synergy_Bliss=-2.92, Synergy_Loewe=-7.63, Synergy_HSA=-5.16.